This data is from Full USPTO retrosynthesis dataset with 1.9M reactions from patents (1976-2016). The task is: Predict the reactants needed to synthesize the given product. (1) The reactants are: C(OC(=O)N[C:8](=[O:40])[CH2:9][CH2:10][CH2:11][C@H:12]([NH:32][C:33]([O:35][C:36]([CH3:39])([CH3:38])[CH3:37])=[O:34])[CH2:13][O:14][Si:15]([C:28]([CH3:31])([CH3:30])[CH3:29])([C:22]1[CH:27]=[CH:26][CH:25]=[CH:24][CH:23]=1)[C:16]1[CH:21]=[CH:20][CH:19]=[CH:18][CH:17]=1)(C)(C)C.[BH4-].[Na+]. Given the product [C:36]([O:35][C:33](=[O:34])[NH:32][C@@H:12]([CH2:11][CH2:10][CH2:9][CH2:8][OH:40])[CH2:13][O:14][Si:15]([C:28]([CH3:29])([CH3:30])[CH3:31])([C:22]1[CH:27]=[CH:26][CH:25]=[CH:24][CH:23]=1)[C:16]1[CH:17]=[CH:18][CH:19]=[CH:20][CH:21]=1)([CH3:39])([CH3:37])[CH3:38], predict the reactants needed to synthesize it. (2) Given the product [C:1]1([C:27]2[CH:32]=[CH:31][CH:30]=[CH:29][CH:28]=2)[CH:6]=[CH:5][CH:4]=[C:3]([N:7]([CH2:8][C:9]2[CH:26]=[CH:25][C:12]3/[C:13](=[CH:22]/[C:23]#[N:24])/[C:14]4[CH:21]=[CH:20][CH:19]=[CH:18][C:15]=4[CH2:16][CH2:17][C:11]=3[CH:10]=2)[C:34](=[O:40])[CH2:35][C:36]([O:38][CH3:39])=[O:37])[CH:2]=1, predict the reactants needed to synthesize it. The reactants are: [C:1]1([C:27]2[CH:32]=[CH:31][CH:30]=[CH:29][CH:28]=2)[CH:6]=[CH:5][CH:4]=[C:3]([NH:7][CH2:8][C:9]2[CH:26]=[CH:25][C:12]3/[C:13](=[CH:22]/[C:23]#[N:24])/[C:14]4[CH:21]=[CH:20][CH:19]=[CH:18][C:15]=4[CH2:16][CH2:17][C:11]=3[CH:10]=2)[CH:2]=1.Cl[C:34](=[O:40])[CH2:35][C:36]([O:38][CH3:39])=[O:37].C(=O)([O-])O.[Na+]. (3) Given the product [NH2:9][C:6]1[CH:7]=[CH:8][C:3]([F:2])=[CH:4][C:5]=1[NH:17][C:18](=[O:27])/[CH:19]=[CH:20]/[C:21]1[CH:22]=[N:23][N:24]([CH3:26])[CH:25]=1, predict the reactants needed to synthesize it. The reactants are: Cl.[F:2][C:3]1[CH:8]=[CH:7][C:6]([NH:9]C(=O)OC(C)(C)C)=[C:5]([NH:17][C:18](=[O:27])/[CH:19]=[CH:20]/[C:21]2[CH:22]=[N:23][N:24]([CH3:26])[CH:25]=2)[CH:4]=1. (4) The reactants are: CC(C)(C)C([NH:5][C:6]1[CH:7]=[N:8][C:9]([N:19]2[CH2:24][CH2:23][O:22][CH2:21][CH2:20]2)=[CH:10][C:11]=1[C:12]1[CH:17]=[CH:16][CH:15]=[CH:14][C:13]=1[CH3:18])=O. Given the product [N:19]1([C:9]2[N:8]=[CH:7][C:6]([NH2:5])=[C:11]([C:12]3[CH:17]=[CH:16][CH:15]=[CH:14][C:13]=3[CH3:18])[CH:10]=2)[CH2:24][CH2:23][O:22][CH2:21][CH2:20]1, predict the reactants needed to synthesize it. (5) Given the product [OH:38][CH2:37][C:25]1[C:24]([C:9]2[CH:10]=[CH:11][C:12]([O:14][CH2:15][C:16]3[CH:17]=[CH:18][C:19]([O:22][CH3:23])=[CH:20][CH:21]=3)=[CH:13][C:8]=2[O:4][CH3:1])=[CH:33][CH:32]=[C:31]2[C:26]=1[C:27]([CH3:36])=[CH:28][C:29]([CH3:35])([CH3:34])[NH:30]2, predict the reactants needed to synthesize it. The reactants are: [C:1](=[O:4])([O-])[O-].[K+].[K+].O[C:8]1[CH:13]=[C:12]([O:14][CH2:15][C:16]2[CH:21]=[CH:20][C:19]([O:22][CH3:23])=[CH:18][CH:17]=2)[CH:11]=[CH:10][C:9]=1[C:24]1[C:25]([CH2:37][OH:38])=[C:26]2[C:31](=[CH:32][CH:33]=1)[NH:30][C:29]([CH3:35])([CH3:34])[CH:28]=[C:27]2[CH3:36].CI.C(OC(C)C)(C)C. (6) Given the product [C:1]([O:5][C:6]([N:8]1[C:17]2[C:12](=[CH:13][C:14]([C:54]3[CH:53]=[N:52][CH:51]=[C:50]([O:49][CH2:42][C:43]4[CH:48]=[CH:47][CH:46]=[CH:45][CH:44]=4)[CH:55]=3)=[CH:15][N:16]=2)[CH2:11][CH2:10][CH2:9]1)=[O:7])([CH3:4])([CH3:3])[CH3:2], predict the reactants needed to synthesize it. The reactants are: [C:1]([O:5][C:6]([N:8]1[C:17]2[C:12](=[CH:13][C:14](Br)=[CH:15][N:16]=2)[CH2:11][CH2:10][CH2:9]1)=[O:7])([CH3:4])([CH3:3])[CH3:2].B1(B2OC(C)(C)C(C)(C)O2)OC(C)(C)C(C)(C)O1.C([O-])(=O)C.[K+].[CH2:42]([O:49][C:50]1[CH:51]=[N:52][CH:53]=[C:54](Br)[CH:55]=1)[C:43]1[CH:48]=[CH:47][CH:46]=[CH:45][CH:44]=1.C(=O)([O-])[O-].[Na+].[Na+].